Dataset: TCR-epitope binding with 47,182 pairs between 192 epitopes and 23,139 TCRs. Task: Binary Classification. Given a T-cell receptor sequence (or CDR3 region) and an epitope sequence, predict whether binding occurs between them. (1) The epitope is VLWAHGFEL. The TCR CDR3 sequence is CASSAGWGPGEQYF. Result: 1 (the TCR binds to the epitope). (2) The epitope is IYSKHTPINL. The TCR CDR3 sequence is CASSLDGAFTEAFF. Result: 0 (the TCR does not bind to the epitope). (3) The epitope is SEVGPEHSLAEY. The TCR CDR3 sequence is CASSLSGYQETQYF. Result: 1 (the TCR binds to the epitope).